The task is: Predict the reaction yield, written as a fraction of the theoretical maximum amount of product (1.0 means a 100% yield; for example, 0.34 means a 34% yield).. This data is from Reaction yield outcomes from USPTO patents with 853,638 reactions. (1) The reactants are [F:1][C:2]1[C:3]([C:23]2[N:27]=[CH:26][N:25](C3CCCCO3)[N:24]=2)=[CH:4][C:5]([CH3:22])=[C:6]([C:8]2[N:13]=[C:12]3[N:14]([CH:19]([CH3:21])[CH3:20])[C:15](=[O:18])[CH2:16][NH:17][C:11]3=[N:10][CH:9]=2)[CH:7]=1. The catalyst is Cl.C(=O)(O)[O-].[Na+]. The product is [F:1][C:2]1[C:3]([C:23]2[N:27]=[CH:26][NH:25][N:24]=2)=[CH:4][C:5]([CH3:22])=[C:6]([C:8]2[N:13]=[C:12]3[N:14]([CH:19]([CH3:21])[CH3:20])[C:15](=[O:18])[CH2:16][NH:17][C:11]3=[N:10][CH:9]=2)[CH:7]=1. The yield is 0.460. (2) The reactants are [Br:1][C:2]1[CH:3]=[C:4]([N+:11]([O-:13])=[O:12])[CH:5]=[C:6]2[C:10]=1[NH:9][CH2:8][CH2:7]2.ClC1C(=O)C(C#N)=C(C#N)C(=O)C=1Cl. The catalyst is CC(C)=O. The product is [Br:1][C:2]1[CH:3]=[C:4]([N+:11]([O-:13])=[O:12])[CH:5]=[C:6]2[C:10]=1[NH:9][CH:8]=[CH:7]2. The yield is 0.910. (3) The yield is 0.940. The reactants are [Cl:1][C:2]1[N:3]=[C:4](Cl)[C:5]2[N:10]([CH3:11])[CH:9]=[CH:8][C:6]=2[N:7]=1.[NH:13]1[CH2:18][CH2:17][O:16][CH2:15][CH2:14]1.C(N(CC)C(C)C)(C)C. The product is [Cl:1][C:2]1[N:3]=[C:4]([N:13]2[CH2:18][CH2:17][O:16][CH2:15][CH2:14]2)[C:5]2[N:10]([CH3:11])[CH:9]=[CH:8][C:6]=2[N:7]=1. The catalyst is CN(C)C=O.C(OCC)C.C(OCC)(=O)C. (4) The reactants are [Cl:1][C:2]1[CH:18]=[CH:17][C:5]2[CH2:6][CH2:7][N:8]([C:11](=[O:16])[C:12]([F:15])([F:14])[F:13])[CH2:9][CH2:10][C:4]=2[C:3]=1OS(C(F)(F)F)(=O)=O.[NH2:27][CH2:28][C:29]1[CH:34]=[CH:33][C:32]([C:35](=[O:41])[CH2:36][C:37]([CH3:40])([CH3:39])[CH3:38])=[CH:31][C:30]=1[Cl:42].C1C=CC(P(C2C(C3C(P(C4C=CC=CC=4)C4C=CC=CC=4)=CC=C4C=3C=CC=C4)=C3C(C=CC=C3)=CC=2)C2C=CC=CC=2)=CC=1.C(=O)([O-])[O-].[Cs+].[Cs+]. The catalyst is C1(C)C=CC=CC=1.C1C=CC(/C=C/C(/C=C/C2C=CC=CC=2)=O)=CC=1.C1C=CC(/C=C/C(/C=C/C2C=CC=CC=2)=O)=CC=1.C1C=CC(/C=C/C(/C=C/C2C=CC=CC=2)=O)=CC=1.[Pd].[Pd]. The product is [Cl:1][C:2]1[CH:18]=[CH:17][C:5]2[CH2:6][CH2:7][N:8]([C:11](=[O:16])[C:12]([F:15])([F:14])[F:13])[CH2:9][CH2:10][C:4]=2[C:3]=1[NH:27][CH2:28][C:29]1[CH:34]=[CH:33][C:32]([C:35](=[O:41])[CH2:36][C:37]([CH3:38])([CH3:39])[CH3:40])=[CH:31][C:30]=1[Cl:42]. The yield is 0.210. (5) The reactants are [CH2:1]([O:3][CH2:4][C:5](=O)[CH2:6][C:7]#[N:8])[CH3:2].C(O)(=O)C(O)=O.[CH2:16]([NH:18][NH2:19])[CH3:17].Cl. The catalyst is C(O)C. The product is [CH2:16]([N:18]1[C:7]([NH2:8])=[CH:6][C:5]([CH2:4][O:3][CH2:1][CH3:2])=[N:19]1)[CH3:17]. The yield is 0.516. (6) The product is [Cl:32][C:33]1[CH:38]=[C:37]([C:39]([F:40])([F:41])[F:42])[CH:36]=[CH:35][C:34]=1[C:2]1[C:11]2[C:6](=[CH:7][C:8]([S:12]([NH:15][C:16]3[S:17][CH:18]=[CH:19][N:20]=3)(=[O:13])=[O:14])=[CH:9][CH:10]=2)[N:5]=[CH:4][N:3]=1. The reactants are Cl[C:2]1[C:11]2[C:6](=[CH:7][C:8]([S:12]([N:15](CC3C=CC(OC)=CC=3OC)[C:16]3[S:17][CH:18]=[CH:19][N:20]=3)(=[O:14])=[O:13])=[CH:9][CH:10]=2)[N:5]=[CH:4][N:3]=1.[Cl:32][C:33]1[CH:38]=[C:37]([C:39]([F:42])([F:41])[F:40])[CH:36]=[CH:35][C:34]=1B(O)O.C(=O)([O-])[O-].[K+].[K+]. The yield is 0.230. The catalyst is O1CCOCC1.O.C1C=CC([P]([Pd]([P](C2C=CC=CC=2)(C2C=CC=CC=2)C2C=CC=CC=2)([P](C2C=CC=CC=2)(C2C=CC=CC=2)C2C=CC=CC=2)[P](C2C=CC=CC=2)(C2C=CC=CC=2)C2C=CC=CC=2)(C2C=CC=CC=2)C2C=CC=CC=2)=CC=1.